This data is from Catalyst prediction with 721,799 reactions and 888 catalyst types from USPTO. The task is: Predict which catalyst facilitates the given reaction. (1) Reactant: F[C:2]([F:7])(F)[C:3](O)=O.[CH2:8]([C:10]1[C:18]2[C:13](=CC(F)=[CH:16][CH:17]=2)[N:12]([C:20]2[N:24]=[C:23]([CH:25]3[CH2:30][CH2:29][NH:28][CH2:27][CH2:26]3)[O:22][N:21]=2)[N:11]=1)[CH3:9].O1CCC(C=O)CC1.FC(F)(F)C(O)=O.C(C1C2C(=C(F)C=CC=2)N(C2N=C(C3CCNCC3)ON=2)N=1)C.[CH2:69]([N:71]1[CH2:76][CH2:75][C:74](=O)[CH2:73][CH2:72]1)[CH3:70].[ClH:78].C(OCC)C. Product: [ClH:78].[ClH:78].[CH2:69]([N:71]1[CH2:76][CH2:75][CH:74]([N:28]2[CH2:27][CH2:26][CH:25]([C:23]3[O:22][N:21]=[C:20]([N:12]4[C:13]5[C:18](=[CH:17][CH:16]=[CH:3][C:2]=5[F:7])[C:10]([CH2:8][CH3:9])=[N:11]4)[N:24]=3)[CH2:30][CH2:29]2)[CH2:73][CH2:72]1)[CH3:70]. The catalyst class is: 2. (2) Reactant: [CH:1]1([Mg]Br)[CH2:5][CH2:4][CH2:3][CH2:2]1.[Br:8][C:9]1[CH:14]=[CH:13][CH:12]=[C:11]([CH2:15]Br)[CH:10]=1.P([O-])(O)(O)=O.[K+]. Product: [Br:8][C:9]1[CH:14]=[CH:13][CH:12]=[C:11]([CH2:15][CH:1]2[CH2:5][CH2:4][CH2:3][CH2:2]2)[CH:10]=1. The catalyst class is: 356. (3) Reactant: Br[C:2]1[CH:3]=[C:4]2[C:8](=[CH:9][CH:10]=1)[N:7]([CH:11]1[CH2:16][CH2:15][CH2:14][CH2:13][O:12]1)[N:6]=[C:5]2[C:17]1[N:22]=[C:21]([O:23][C@H:24]2[CH2:31][N:30]([C:32]([O:34][C:35]([CH3:38])([CH3:37])[CH3:36])=[O:33])[CH2:29][CH2:28][C:25]32[CH2:27][CH2:26]3)[CH:20]=[N:19][CH:18]=1.[CH3:39][N:40]1[C:44](B2OC(C)(C)C(C)(C)O2)=[CH:43][CH:42]=[N:41]1.P([O-])([O-])([O-])=O.[K+].[K+].[K+]. Product: [CH3:39][N:40]1[C:44]([C:2]2[CH:3]=[C:4]3[C:8](=[CH:9][CH:10]=2)[N:7]([CH:11]2[CH2:16][CH2:15][CH2:14][CH2:13][O:12]2)[N:6]=[C:5]3[C:17]2[N:22]=[C:21]([O:23][C@H:24]3[CH2:31][N:30]([C:32]([O:34][C:35]([CH3:38])([CH3:37])[CH3:36])=[O:33])[CH2:29][CH2:28][C:25]43[CH2:27][CH2:26]4)[CH:20]=[N:19][CH:18]=2)=[CH:43][CH:42]=[N:41]1. The catalyst class is: 38. (4) Reactant: [NH2:1][C:2]1[N:10]=[CH:9][CH:8]=[CH:7][C:3]=1[C:4]([OH:6])=O.ON1C2C=CC=CC=2N=N1.CCN=C=NCCCN(C)C.[CH3:32][C:33]1[CH:40]=[CH:39][C:36]([CH2:37][NH2:38])=[CH:35][CH:34]=1. Product: [CH3:32][C:33]1[CH:40]=[CH:39][C:36]([CH2:37][NH:38][C:4](=[O:6])[C:3]2[CH:7]=[CH:8][CH:9]=[N:10][C:2]=2[NH2:1])=[CH:35][CH:34]=1. The catalyst class is: 136. (5) Reactant: [O:1]1[CH2:6][CH2:5][N:4]([C:7]2[CH:14]=[CH:13][C:10]([C:11]#[N:12])=[CH:9][CH:8]=2)[CH2:3][CH2:2]1.[H-].[H-].[H-].[H-].[Li+].[Al+3]. Product: [O:1]1[CH2:2][CH2:3][N:4]([C:7]2[CH:8]=[CH:9][C:10]([CH2:11][NH2:12])=[CH:13][CH:14]=2)[CH2:5][CH2:6]1. The catalyst class is: 7. (6) Reactant: Cl.[F:2][C:3]1[CH:8]=[CH:7][CH:6]=[CH:5][C:4]=1[CH:9]([N:13]1[CH2:18][CH2:17][N:16]([CH3:19])[CH2:15][CH2:14]1)[C:10]([OH:12])=O.[F:20][C:21]([F:35])([F:34])[C:22]1[CH:23]=[C:24]([NH:32][NH2:33])[CH:25]=[C:26]([C:28]([F:31])([F:30])[F:29])[CH:27]=1.CN1CCOCC1.F[P-](F)(F)(F)(F)F.N1(O[P+](N(C)C)(N(C)C)N(C)C)C2C=CC=CC=2N=N1. Product: [F:20][C:21]([F:34])([F:35])[C:22]1[CH:23]=[C:24]([NH:32][NH:33][C:10](=[O:12])[CH:9]([C:4]2[CH:5]=[CH:6][CH:7]=[CH:8][C:3]=2[F:2])[N:13]2[CH2:18][CH2:17][N:16]([CH3:19])[CH2:15][CH2:14]2)[CH:25]=[C:26]([C:28]([F:31])([F:29])[F:30])[CH:27]=1. The catalyst class is: 31. (7) Reactant: [CH2:1]([O:3][C:4]1[C:8]([CH2:9][C:10]([O:12][CH2:13][CH3:14])=[O:11])=[CH:7][NH:6][N:5]=1)[CH3:2].[H-].[Na+].CN(C)C=O.Cl[C:23]1[CH:28]=[CH:27][C:26]([C:29]([F:32])([F:31])[F:30])=[CH:25][N:24]=1. Product: [CH2:1]([O:3][C:4]1[C:8]([CH2:9][C:10]([O:12][CH2:13][CH3:14])=[O:11])=[CH:7][N:6]([C:23]2[CH:28]=[CH:27][C:26]([C:29]([F:32])([F:31])[F:30])=[CH:25][N:24]=2)[N:5]=1)[CH3:2]. The catalyst class is: 6.